Dataset: Reaction yield outcomes from USPTO patents with 853,638 reactions. Task: Predict the reaction yield, written as a fraction of the theoretical maximum amount of product (1.0 means a 100% yield; for example, 0.34 means a 34% yield). (1) The reactants are [CH3:1][O:2][C:3]1[CH:12]=[C:11]([CH3:13])[C:10]2[NH:9][C:8](=[O:14])[C:7]3[S:15][CH:16]=[CH:17][C:6]=3[C:5]=2[C:4]=1[C:18]1[CH:23]=[CH:22][C:21]([C@@H:24]([CH2:34][CH3:35])[CH2:25][NH:26]C(=O)OC(C)(C)C)=[CH:20][CH:19]=1.[ClH:36]. The catalyst is CCOCC. The product is [ClH:36].[NH2:26][CH2:25][C@@H:24]([C:21]1[CH:20]=[CH:19][C:18]([C:4]2[C:5]3[C:6]4[CH:17]=[CH:16][S:15][C:7]=4[C:8](=[O:14])[NH:9][C:10]=3[C:11]([CH3:13])=[CH:12][C:3]=2[O:2][CH3:1])=[CH:23][CH:22]=1)[CH2:34][CH3:35]. The yield is 0.940. (2) The reactants are [H-].[Na+].[Cl:3][C:4]1[C:5]([CH3:10])=[N:6][O:7][C:8]=1[NH2:9].[S:11]1[C:15]2=[N:16][CH:17]=[CH:18][CH:19]=[C:14]2[C:13]([S:20](Cl)(=[O:22])=[O:21])=[CH:12]1. The catalyst is C1COCC1. The product is [Cl:3][C:4]1[C:5]([CH3:10])=[N:6][O:7][C:8]=1[NH:9][S:20]([C:13]1[C:14]2[C:15](=[N:16][CH:17]=[CH:18][CH:19]=2)[S:11][CH:12]=1)(=[O:22])=[O:21]. The yield is 0.960. (3) The reactants are [O:1]1[CH2:6][CH2:5][CH:4]([C:7]([OH:9])=O)[CH2:3][CH2:2]1.C(Cl)(=O)C(Cl)=O.Br.[NH2:17][C:18]1[C:26](O)=[CH:25][CH:24]=[CH:23][C:19]=1[C:20]([OH:22])=[O:21].C(N(CC)CC)C.O.C1(C)C=CC(S(O)(=O)=O)=CC=1. The catalyst is ClCCl.CN(C=O)C.C1(C)C=CC=CC=1.O. The product is [O:1]1[CH2:2][CH2:3][CH:4]([C:7]2[O:9][C:26]3[C:18](=[C:19]([C:20]([OH:22])=[O:21])[CH:23]=[CH:24][CH:25]=3)[N:17]=2)[CH2:5][CH2:6]1. The yield is 0.490.